From a dataset of Catalyst prediction with 721,799 reactions and 888 catalyst types from USPTO. Predict which catalyst facilitates the given reaction. Reactant: C[O:2][C:3]1[CH:8]=[CH:7][N:6]=[CH:5][C:4]=1[N+:9]([O-:11])=[O:10].[OH-].[Na+]. Product: [N+:9]([C:4]1[CH:5]=[N:6][CH:7]=[CH:8][C:3]=1[OH:2])([O-:11])=[O:10]. The catalyst class is: 201.